Dataset: TCR-epitope binding with 47,182 pairs between 192 epitopes and 23,139 TCRs. Task: Binary Classification. Given a T-cell receptor sequence (or CDR3 region) and an epitope sequence, predict whether binding occurs between them. The epitope is QARQMVQAMRTIGTHP. The TCR CDR3 sequence is CASKRGRSNTDTQYF. Result: 1 (the TCR binds to the epitope).